From a dataset of Full USPTO retrosynthesis dataset with 1.9M reactions from patents (1976-2016). Predict the reactants needed to synthesize the given product. (1) Given the product [C:6]([O:10][C:11](=[O:25])[NH:12][C:13]1([C:17]2[CH:22]=[CH:21][C:20]([C:23](=[O:38])[CH2:26][C:27]3[CH:32]=[CH:31][CH:30]=[CH:29][CH:28]=3)=[CH:19][CH:18]=2)[CH2:16][CH2:15][CH2:14]1)([CH3:9])([CH3:8])[CH3:7], predict the reactants needed to synthesize it. The reactants are: C([Mg]Cl)(C)C.[C:6]([O:10][C:11](=[O:25])[NH:12][C:13]1([C:17]2[CH:22]=[CH:21][C:20]([C:23]#N)=[CH:19][CH:18]=2)[CH2:16][CH2:15][CH2:14]1)([CH3:9])([CH3:8])[CH3:7].[CH2:26]([Mg]Cl)[C:27]1[CH:32]=[CH:31][CH:30]=[CH:29][CH:28]=1.C1C[O:38]CC1. (2) Given the product [F:20][C:2]([F:19])([F:1])[C:3]([N:5]1[CH2:11][CH:10]([CH3:12])[C:9]2[CH:13]=[C:14]([Br:18])[C:15]([O:17][CH2:21][C:22]3[CH:27]=[CH:26][CH:25]=[CH:24][CH:23]=3)=[CH:16][C:8]=2[CH2:7][CH2:6]1)=[O:4], predict the reactants needed to synthesize it. The reactants are: [F:1][C:2]([F:20])([F:19])[C:3]([N:5]1[CH2:11][CH:10]([CH3:12])[C:9]2[CH:13]=[C:14]([Br:18])[C:15]([OH:17])=[CH:16][C:8]=2[CH2:7][CH2:6]1)=[O:4].[CH2:21](Br)[C:22]1[CH:27]=[CH:26][CH:25]=[CH:24][CH:23]=1.C1CCN2C(=NCCC2)CC1. (3) Given the product [NH2:21][C:22]1[CH:27]=[CH:26][CH:25]=[CH:24][C:23]=1[O:28][CH2:29][C:30]([OH:31])([CH3:33])[CH2:32][N:1]1[CH2:2][CH2:3][CH:4]([N:7]2[C:11]3[CH:12]=[CH:13][CH:14]=[CH:15][C:10]=3[NH:9][C:8]2=[O:16])[CH2:5][CH2:6]1, predict the reactants needed to synthesize it. The reactants are: [NH:1]1[CH2:6][CH2:5][CH:4]([N:7]2[C:11]3[CH:12]=[CH:13][CH:14]=[CH:15][C:10]=3[NH:9][C:8]2=[O:16])[CH2:3][CH2:2]1.FC(F)(F)C([NH:21][C:22]1[CH:27]=[CH:26][CH:25]=[CH:24][C:23]=1[O:28][CH2:29][C:30]1([CH3:33])[CH2:32][O:31]1)=O.[OH-].[NH4+]. (4) Given the product [Cl:34][C:8](=[C:6]1[C:5](=[O:12])[CH2:4][C@H:3]2[C@@H:7]1[C:2]2([CH3:13])[CH3:1])[CH2:9][CH3:10], predict the reactants needed to synthesize it. The reactants are: [CH3:1][C:2]1([CH3:13])[CH:7]2[CH:3]1[CH2:4][C:5](=[O:12])[CH:6]2[C:8](=O)[CH2:9][CH3:10].C1(P(C2C=CC=CC=2)C2C=CC=CC=2)C=CC=CC=1.C(Cl)(Cl)[Cl:34]. (5) Given the product [C:22]([N:10]1[CH2:11][CH2:12][C:13]2[N:14]=[C:6]([C:4]([O:3][CH2:1][CH3:2])=[O:5])[S:7][C:8]=2[CH2:9]1)(=[O:24])[CH3:23], predict the reactants needed to synthesize it. The reactants are: [CH2:1]([O:3][C:4]([C:6]1[S:7][C:8]2[CH2:9][NH:10][CH2:11][CH2:12][C:13]=2[N:14]=1)=[O:5])[CH3:2].C(N(CC)CC)C.[C:22](OC(=O)C)(=[O:24])[CH3:23]. (6) Given the product [C:1]([CH:3]1[CH2:6][N:5]([C:7](=[O:43])[C@H:8]([NH:12][C:13]([C:15]2[C:23]3[C:18](=[N:19][CH:20]=[C:21]([N:24]4[CH2:32][C:31]5[C:26](=[CH:27][CH:28]=[CH:29][C:30]=5[Cl:33])[C:25]4=[O:34])[N:22]=3)[NH:17][CH:16]=2)=[O:14])[CH:9]2[CH2:10][CH2:11]2)[CH2:4]1)#[N:2], predict the reactants needed to synthesize it. The reactants are: [C:1]([CH:3]1[CH2:6][N:5]([C:7](=[O:43])[C@H:8]([NH:12][C:13]([C:15]2[C:23]3[C:18](=[N:19][CH:20]=[C:21]([N:24]4[CH2:32][C:31]5[C:26](=[CH:27][CH:28]=[CH:29][C:30]=5[Cl:33])[C:25]4=[O:34])[N:22]=3)[N:17](COCC[Si](C)(C)C)[CH:16]=2)=[O:14])[CH:9]2[CH2:11][CH2:10]2)[CH2:4]1)#[N:2].FC(F)(F)C(O)=O.C(N)CN.